From a dataset of Forward reaction prediction with 1.9M reactions from USPTO patents (1976-2016). Predict the product of the given reaction. (1) Given the reactants [Cl:1][CH2:2][CH2:3][CH2:4][O:5][C:6]1[CH:7]=[C:8]2[C:13](=[CH:14][CH:15]=1)[C:12](=O)[CH2:11][CH2:10][CH2:9]2.O.[C:18]([OH:22])(=O)[CH:19]=O.O.[NH2:24][NH2:25], predict the reaction product. The product is: [Cl:1][CH2:2][CH2:3][CH2:4][O:5][C:6]1[CH:15]=[CH:14][C:13]2[C:12]3[C:11](=[CH:19][C:18](=[O:22])[NH:24][N:25]=3)[CH2:10][CH2:9][C:8]=2[CH:7]=1. (2) Given the reactants Cl[C:2]1[C:11]2[N:10]=[C:9]([CH3:12])[CH:8]=[CH:7][C:6]=2[C:5](B(O)O)=[CH:4][N:3]=1.Br[C:17]1[N:21]([CH3:22])[CH:20]=[N:19][CH:18]=1.[NH2:23][C:24]1[N:25]=[C:26]([CH3:29])[S:27][CH:28]=1, predict the reaction product. The product is: [CH3:12][C:9]1[CH:8]=[CH:7][C:6]2[C:11](=[C:2]([NH:23][C:24]3[N:25]=[C:26]([CH3:29])[S:27][CH:28]=3)[N:3]=[CH:4][C:5]=2[C:17]2[N:21]([CH3:22])[CH:20]=[N:19][CH:18]=2)[N:10]=1. (3) Given the reactants Br[C:2]1[C:11]2[C:6](=[CH:7][CH:8]=[CH:9][CH:10]=2)[C:5]([S:12]([N:15]2[CH2:20][CH2:19][N:18]([C:21]3[CH:26]=[CH:25][C:24]([F:27])=[CH:23][C:22]=3[C:28]([F:31])([F:30])[F:29])[CH2:17][C@H:16]2[CH3:32])(=[O:14])=[O:13])=[CH:4][CH:3]=1.[C:33]([O:37][C:38]([N:40]1[CH2:45][CH2:44][N:43](C)[CH2:42][CH2:41]1)=[O:39])([CH3:36])([CH3:35])[CH3:34].CC(C)([O-])C.[Na+].C1(C)C=CC=CC=1, predict the reaction product. The product is: [F:27][C:24]1[CH:25]=[CH:26][C:21]([N:18]2[CH2:19][CH2:20][N:15]([S:12]([C:5]3[C:6]4[C:11](=[CH:10][CH:9]=[CH:8][CH:7]=4)[C:2]([N:43]4[CH2:42][CH2:41][N:40]([C:38]([O:37][C:33]([CH3:36])([CH3:35])[CH3:34])=[O:39])[CH2:45][CH2:44]4)=[CH:3][CH:4]=3)(=[O:14])=[O:13])[C@H:16]([CH3:32])[CH2:17]2)=[C:22]([C:28]([F:31])([F:30])[F:29])[CH:23]=1. (4) Given the reactants O.O.O.O.O.O.O.O.O.[S-2].[Na+].[Na+].[S].[Br:14][C:15]1[CH:20]=[C:19]([N+:21]([O-:23])=[O:22])[CH:18]=[C:17]([N+:24]([O-:26])=[O:25])[C:16]=1N.[Cl-].[NH4+:29].[OH-].[Na+].Cl, predict the reaction product. The product is: [Br:14][C:15]1[CH:20]=[C:19]([N+:21]([O-:23])=[O:22])[C:18]([NH2:29])=[C:17]([N+:24]([O-:26])=[O:25])[CH:16]=1. (5) Given the reactants [CH3:1][C:2]1[N:3]=[C:4](C2C=NC=CC=2)[S:5][C:6]=1[C:7]1[CH:12]=[CH:11][N:10]=[C:9]([NH2:13])[N:8]=1.[CH3:20][O:21][C:22]1[CH:27]=[CH:26][C:25](NC(N)=N)=[CH:24][C:23]=1[CH3:32].CC#[N:35], predict the reaction product. The product is: [NH2:35][C:4]1[S:5][C:6]([C:7]2[CH:12]=[CH:11][N:10]=[C:9]([NH:13][C:25]3[CH:26]=[CH:27][C:22]([O:21][CH3:20])=[C:23]([CH3:32])[CH:24]=3)[N:8]=2)=[C:2]([CH3:1])[N:3]=1. (6) Given the reactants C(OC(=O)C)(=[O:3])C.[CH3:8][S:9][C:10]1[CH:15]=[CH:14][N+:13]([O-])=[CH:12][C:11]=1[CH3:17].C(OCC)(=O)C, predict the reaction product. The product is: [CH3:8][S:9][C:10]1[CH:15]=[CH:14][NH:13][C:12](=[O:3])[C:11]=1[CH3:17]. (7) Given the reactants [Cl:1][CH2:2][CH2:3][N:4]([CH2:19][CH2:20][Cl:21])[CH2:5][CH2:6][CH2:7][CH2:8][O:9][C:10]1[CH:15]=[CH:14][CH:13]=[C:12]([N+:16]([O-])=O)[CH:11]=1.[Cl:22][CH2:23][CH2:24][N:25]([CH2:44][CH2:45][Cl:46])[CH2:26][CH2:27][O:28][C:29]1[C:42]2[NH:41][C:40]3[C:35](=[CH:36][CH:37]=[CH:38][CH:39]=3)[C:34](=O)[C:33]=2[CH:32]=[CH:31][CH:30]=1, predict the reaction product. The product is: [Cl:1][CH2:2][CH2:3][N:4]([CH2:19][CH2:20][Cl:21])[CH2:5][CH2:6][CH2:7][CH2:8][O:9][C:10]1[CH:11]=[C:12]([NH:16][C:34]2[C:35]3[C:40]([N:41]=[C:42]4[C:33]=2[CH:32]=[CH:31][CH:30]=[C:29]4[O:28][CH2:27][CH2:26][N:25]([CH2:44][CH2:45][Cl:46])[CH2:24][CH2:23][Cl:22])=[CH:39][CH:38]=[CH:37][CH:36]=3)[CH:13]=[CH:14][CH:15]=1.